From a dataset of Reaction yield outcomes from USPTO patents with 853,638 reactions. Predict the reaction yield, written as a fraction of the theoretical maximum amount of product (1.0 means a 100% yield; for example, 0.34 means a 34% yield). (1) The reactants are [CH3:1][S:2]([NH2:5])(=[O:4])=[O:3].[H-].[Na+].[F:8][C:9]1[CH:14]=[CH:13][C:12]([CH:15]2[C:24]([CH3:26])([CH3:25])[CH2:23][C:22]3[C:17](=[CH:18][CH:19]=[C:20]([C:27](O)=[O:28])[CH:21]=3)[NH:16]2)=[CH:11][C:10]=1[N:30]1[CH2:35][CH2:34][O:33][CH2:32][CH2:31]1.C(N1C=CN=C1)(N1C=CN=C1)=O. The catalyst is CN(C)C=O. The product is [F:8][C:9]1[CH:14]=[CH:13][C:12]([CH:15]2[C:24]([CH3:26])([CH3:25])[CH2:23][C:22]3[C:17](=[CH:18][CH:19]=[C:20]([C:27]([NH:5][S:2]([CH3:1])(=[O:4])=[O:3])=[O:28])[CH:21]=3)[NH:16]2)=[CH:11][C:10]=1[N:30]1[CH2:31][CH2:32][O:33][CH2:34][CH2:35]1. The yield is 0.250. (2) The reactants are [C:1]1([N:7]2[C:19]3[CH:18]=[CH:17][CH:16]=[CH:15][C:14]=3[C:13]3[C:8]2=[CH:9][CH:10]=[CH:11][CH:12]=3)[CH:6]=[CH:5][CH:4]=[CH:3][CH:2]=1.[Br:20]N1C(=O)CCC1=O.O.CO. The catalyst is C(O)(=O)C. The product is [Br:20][C:16]1[CH:17]=[CH:18][C:19]2[N:7]([C:1]3[CH:2]=[CH:3][CH:4]=[CH:5][CH:6]=3)[C:8]3[C:13]([C:14]=2[CH:15]=1)=[CH:12][CH:11]=[CH:10][CH:9]=3. The yield is 0.880. (3) The reactants are [Br:1][C:2]1[CH:8]=[CH:7][C:5]([NH2:6])=[CH:4][CH:3]=1.[N:9]([O-])=O.[Na+].[NH:13]1[CH2:17][CH2:16][CH2:15][CH2:14]1. The catalyst is Cl.O.[OH-].[K+]. The product is [Br:1][C:2]1[CH:8]=[CH:7][C:5]([N:6]=[N:9][N:13]2[CH2:17][CH2:16][CH2:15][CH2:14]2)=[CH:4][CH:3]=1. The yield is 0.600. (4) The reactants are C([O:8][C:9]1[CH:10]=[C:11]([C:24]2[CH:29]=[C:28]([CH3:30])[CH:27]=[CH:26][N:25]=2)[C:12]2[S:16][C:15]([NH:17][C:18]([NH:20][CH2:21][CH3:22])=[O:19])=[N:14][C:13]=2[CH:23]=1)C1C=CC=CC=1.CS(O)(=O)=O. The catalyst is ClCCl. The product is [CH2:21]([NH:20][C:18]([NH:17][C:15]1[S:16][C:12]2[C:11]([C:24]3[CH:29]=[C:28]([CH3:30])[CH:27]=[CH:26][N:25]=3)=[CH:10][C:9]([OH:8])=[CH:23][C:13]=2[N:14]=1)=[O:19])[CH3:22]. The yield is 0.460. (5) The reactants are [Cl-].O[NH3+:3].[C:4](=[O:7])([O-])[OH:5].[Na+].CS(C)=O.[CH2:13]([C:17]1[N:18]([CH2:32][C:33]2[CH:38]=[CH:37][C:36]([C:39]3[C:40]([C:45]#[N:46])=[CH:41][CH:42]=[CH:43][CH:44]=3)=[CH:35][CH:34]=2)[C:19](=[O:31])[C:20]([C:24]2[C:25]([CH3:30])=[N:26][O:27][C:28]=2[CH3:29])=[C:21]([CH3:23])[N:22]=1)[CH2:14][CH2:15][CH3:16]. The catalyst is O. The product is [CH2:13]([C:17]1[N:18]([CH2:32][C:33]2[CH:34]=[CH:35][C:36]([C:39]3[CH:44]=[CH:43][CH:42]=[CH:41][C:40]=3[C:45]3[NH:3][C:4](=[O:7])[O:5][N:46]=3)=[CH:37][CH:38]=2)[C:19](=[O:31])[C:20]([C:24]2[C:25]([CH3:30])=[N:26][O:27][C:28]=2[CH3:29])=[C:21]([CH3:23])[N:22]=1)[CH2:14][CH2:15][CH3:16]. The yield is 0.190. (6) The reactants are [NH2:1][CH2:2][C:3]1[CH:8]=[C:7]([CH3:9])[C:6]([NH:10][S:11]([CH3:14])(=[O:13])=[O:12])=[C:5]([F:15])[CH:4]=1.Cl.[C:17]([C:21]1[CH:26]=[CH:25][C:24]([CH:27]=[CH:28][C:29](O)=[O:30])=[CH:23][CH:22]=1)([CH3:20])([CH3:19])[CH3:18]. No catalyst specified. The product is [C:17]([C:21]1[CH:22]=[CH:23][C:24]([CH:27]=[CH:28][C:29]([NH:1][CH2:2][C:3]2[CH:8]=[C:7]([CH3:9])[C:6]([NH:10][S:11]([CH3:14])(=[O:13])=[O:12])=[C:5]([F:15])[CH:4]=2)=[O:30])=[CH:25][CH:26]=1)([CH3:20])([CH3:18])[CH3:19]. The yield is 0.960.